Binary Classification. Given a miRNA mature sequence and a target amino acid sequence, predict their likelihood of interaction. From a dataset of Experimentally validated miRNA-target interactions with 360,000+ pairs, plus equal number of negative samples. (1) The miRNA is mmu-miR-7017-5p with sequence AGAGGGUUGUGAGACUAGGGCUGU. The protein sequence of the target gene is MNSDQDVALKLAQERAEIVAKYDRGREGAEIEPWEDADYLVYKVTDRFGFLHEEELPDHNVAVERQKHLEIERTTKWLKMLKGWEKYKNTEKFHRRIYKGIPLQLRGEVWALLLEIPKMKEETRDLYSKLKHRARGCSPDIRQIDLDVNRTFRDHIMFRDRYGVKQQSLFHVLAAYSIYNTEVGYCQGMSQITALLLMYMNEEDAFWALVKLFSGPKHAMHGFFVQGFPKLLRFQEHHEKILNKFLSKLKQHLDSQEIYTSFYTMKWFFQCFLDRTPFTLNLRIWDIYIFEGERVLTAMS.... Result: 0 (no interaction). (2) The miRNA is hsa-miR-186-3p with sequence GCCCAAAGGUGAAUUUUUUGGG. The protein sequence of the target gene is MALLCYNRGCGQRFDPETNSDDACTYHPGVPVFHDALKGWSCCKRRTTDFSDFLSIVGCTKGRHNSEKPPEPVKPEVKTTEKKELCELKPKFQEHIIQAPKPVEAIKRPSPDEPMTNLELKISASLKQALDKLKLSSGNEENKKEEDNDEIKIGTSCKNGGCSKTYQGLESLEEVCVYHSGVPIFHEGMKYWSCCRRKTSDFNTFLAQEGCTKGKHMWTKKDAGKKVVPCRHDWHQTGGEVTISVYAKNSLPELSRVEANSTLLNVHIVFEGEKEFDQNVKLWGVIDVKRSYVTMTATKI.... Result: 1 (interaction). (3) The miRNA is hsa-miR-15a-5p with sequence UAGCAGCACAUAAUGGUUUGUG. The protein sequence of the target gene is MAAALPRTLGELQLYRILQKANLLSYFDAFIQQGGDDVQQLCEAGEEEFLEIMALVGMASKPLHVRRLQKALRDWVTNPGLFNQPLTSLPVSSIPIYKLPEGSPTWLGISCSSYERSSNAREPHLKIPKCAATTCVQSLGQGKSDVVGSLALQSVGESRLWQGHHATESEHSLSPADLGSPASPKESSEALDAAAALSVAECVERMAPTLPKSDLNEVKELLKTNKKLAKMIGHIFEMNDDDPHKEEEIRKYSAIYGRFDSKRKDGKHLTLHELTVNEAAAQLCVKDNALLTRRDELFAL.... Result: 1 (interaction). (4) The miRNA is hsa-miR-616-3p with sequence AGUCAUUGGAGGGUUUGAGCAG. The protein sequence of the target gene is MGNPENIEDAYVAVIRPKNTASLNSREYRAKSYEILLHEVPIEGQKKKRKKVLLETKLQGNSEITQGILDYVVETTKPISPANQGIRGKRVVLMKKFPLDGEKMGREASLFIVPSVVKDNTKYTYTPGCPIFYCLQDIMRVCSESSTHFATLTARMLIALDKWLDERHAQSHFIPALFRPSPLERIKTNVINPAYATESGQTENSLHMGYSALEIKSKMLALEKADTCIYNPLFGSDLQYTNRVDKVVINPYFGLGAPDYSKIQIPKQEKWQRSMSSVTEDKERQWVDDFPLHRSACEGD.... Result: 0 (no interaction). (5) The miRNA is mmu-miR-30b-5p with sequence UGUAAACAUCCUACACUCAGCU. The protein sequence of the target gene is MAVAAVGRPRALRCPLLLLLSLLLVAGPALGWNDPDRILLRDVKALTLYSDRYTTSRRLDPIPQLKCVGGTAGCEAYTPRVIQCQNKGWDGYDVQWECKTDLDIAYKFGKTVVSCEGYESSEDQYVLRGSCGLEYNLDYTELGLKKLKESGKHQGFSDYYHKLYSSDSCGFITIAVLFVLAFAVYKLFLSDGQGSPPPYSEHPPYSEHSQRFASAAGAPPPGFKSEFTGPQNTGYGASSGFGSAFGGQGYGSSGPGFWSGLGAGGLLGYLFGSNRAATPFSDSWYHPAYPPSHSGAWNSR.... Result: 0 (no interaction). (6) The miRNA is hsa-miR-33a-5p with sequence GUGCAUUGUAGUUGCAUUGCA. The protein sequence of the target gene is MKRRNADCSKLRRPLKRNRITEGIYGSTFLYLKFLVVWALVLLADFVLEFRFEYLWPFWLFIRSVYDSFRYQGLAFSVFFVCVAFTSNIICLLFIPIQWLFFAASTYVWVQYVWHTERGVCLPTVSLWILFVYIEAAIRFKDLKNFHVDLCRPFAAHCIGYPVVTLGFGFKSYVSYKMRLRKQKEVQKENEFYMQLLQQALPPEQQMLQKQEKEAEEAAKGLPDMDSSILIHHNGGIPANKKLSTTLPEIEYREKGKEKDKDAKKHNLGINNNNILQPVDSKIQEIEYMENHINSKRLNN.... Result: 0 (no interaction). (7) The miRNA is mmu-miR-361-5p with sequence UUAUCAGAAUCUCCAGGGGUAC. The protein sequence of the target gene is MAEHGAHFTAASVADDQPSIFEVVAQDSLMTAVRPALQHVVKVLAESNPTHYGFLWRWFDEIFTLLDLLLQQHYLSRTSASFSENFYGLKRIVMGDTHKSQRLASAGLPKQQLWKSIMFLVLLPYLKVKLEKLVSSLREEDEYSIHPPSSRWKRFYRAFLAAYPFVNMAWEGWFLVQQLRYILGKAQHHSPLLRLAGVQLGRLTVQDIQALEHKPAKASMMQQPARSVSEKINSALKKAVGGVALSLSTGLSVGVFFLQFLDWWYSSENQETIKSLTALPTPPPPVHLDYNSDSPLLPKM.... Result: 0 (no interaction).